This data is from Peptide-MHC class I binding affinity with 185,985 pairs from IEDB/IMGT. The task is: Regression. Given a peptide amino acid sequence and an MHC pseudo amino acid sequence, predict their binding affinity value. This is MHC class I binding data. (1) The peptide sequence is IVPDIKLDAV. The MHC is HLA-A02:02 with pseudo-sequence HLA-A02:02. The binding affinity (normalized) is 0.656. (2) The peptide sequence is SPAIFQSSM. The MHC is HLA-B44:03 with pseudo-sequence HLA-B44:03. The binding affinity (normalized) is 0. (3) The peptide sequence is KRWAFRTGV. The MHC is HLA-B58:01 with pseudo-sequence HLA-B58:01. The binding affinity (normalized) is 0.0847. (4) The peptide sequence is KSGLFQFFV. The MHC is HLA-A02:06 with pseudo-sequence HLA-A02:06. The binding affinity (normalized) is 0.807. (5) The peptide sequence is AITLVVISV. The MHC is HLA-A02:02 with pseudo-sequence HLA-A02:02. The binding affinity (normalized) is 0.0366. (6) The peptide sequence is RLVDDFLLV. The MHC is HLA-A02:01 with pseudo-sequence HLA-A02:01. The binding affinity (normalized) is 0.887. (7) The peptide sequence is FLWWNAAPA. The MHC is HLA-A69:01 with pseudo-sequence HLA-A69:01. The binding affinity (normalized) is 1.00. (8) The peptide sequence is TTPESANLGEE. The MHC is Mamu-A01 with pseudo-sequence Mamu-A01. The binding affinity (normalized) is 0.337. (9) The peptide sequence is DHIPIINTL. The MHC is HLA-A26:01 with pseudo-sequence HLA-A26:01. The binding affinity (normalized) is 0.0847. (10) The peptide sequence is SISARALKAY. The MHC is HLA-A03:01 with pseudo-sequence HLA-A03:01. The binding affinity (normalized) is 0.449.